The task is: Predict the reactants needed to synthesize the given product.. This data is from Full USPTO retrosynthesis dataset with 1.9M reactions from patents (1976-2016). (1) Given the product [NH2:8][C:7]1[S:6][C:5]([C:20]([O:22][CH2:23][CH3:24])=[O:21])=[C:4]([C:25]2[CH:30]=[CH:29][C:28]([Cl:31])=[CH:27][C:26]=2[Cl:32])[C:3]=1[C:1]#[N:2], predict the reactants needed to synthesize it. The reactants are: [C:1]([C:3]1[C:4]([C:25]2[CH:30]=[CH:29][C:28]([Cl:31])=[CH:27][C:26]=2[Cl:32])=[C:5]([C:20]([O:22][CH2:23][CH3:24])=[O:21])[S:6][C:7]=1[NH:8]CC1C=CC(OC)=CC=1OC)#[N:2].FC(F)(F)C(O)=O. (2) Given the product [Br:1][C:2]1[CH:3]=[CH:4][C:5]([CH2:8][NH:9][C:13](=[O:14])[CH2:12][O:11][CH3:10])=[N:6][CH:7]=1, predict the reactants needed to synthesize it. The reactants are: [Br:1][C:2]1[CH:3]=[CH:4][C:5]([CH2:8][NH2:9])=[N:6][CH:7]=1.[CH3:10][O:11][CH2:12][C:13](O)=[O:14].CN([P+](ON1N=NC2C1=CC=CC=2)(N(C)C)N(C)C)C.F[P-](F)(F)(F)(F)F.C(N(C(C)C)CC)(C)C. (3) Given the product [F:14][C:10]1([C:6]2[CH:5]=[C:4]([CH:9]=[CH:8][CH:7]=2)[C:3]([OH:15])=[O:2])[CH2:11][O:12][CH2:13]1, predict the reactants needed to synthesize it. The reactants are: C[O:2][C:3](=[O:15])[C:4]1[CH:9]=[CH:8][CH:7]=[C:6]([C:10]2([F:14])[CH2:13][O:12][CH2:11]2)[CH:5]=1.[OH-].[Na+]. (4) Given the product [C:1]([N:4]([CH3:45])[C@@H:5]1[CH2:9][CH2:8][N:7]([C:10]2[N:15]=[CH:14][C:13]([N:16]([CH3:36])[C:17](=[O:35])[C:18]([C:21]3[CH:26]=[C:25]([C:27]([F:28])([F:29])[F:30])[CH:24]=[C:23]([C:31]([F:32])([F:33])[F:34])[CH:22]=3)([CH3:20])[CH3:19])=[C:12]([C:37]3[CH:42]=[CH:41][C:40]([F:43])=[CH:39][C:38]=3[CH3:44])[CH:11]=2)[CH2:6]1)(=[O:3])[CH3:2], predict the reactants needed to synthesize it. The reactants are: [C:1]([NH:4][C@@H:5]1[CH2:9][CH2:8][N:7]([C:10]2[N:15]=[CH:14][C:13]([N:16]([CH3:36])[C:17](=[O:35])[C:18]([C:21]3[CH:26]=[C:25]([C:27]([F:30])([F:29])[F:28])[CH:24]=[C:23]([C:31]([F:34])([F:33])[F:32])[CH:22]=3)([CH3:20])[CH3:19])=[C:12]([C:37]3[CH:42]=[CH:41][C:40]([F:43])=[CH:39][C:38]=3[CH3:44])[CH:11]=2)[CH2:6]1)(=[O:3])[CH3:2].[CH3:45][Si]([N-][Si](C)(C)C)(C)C.[K+].IC.C(OCC)(=O)C. (5) Given the product [CH:7]1[C:19]2[N:18]([C:20]3[CH:21]=[CH:22][C:23]([NH:24][C:1](=[O:6])[C:2]([CH3:4])=[CH2:3])=[CH:25][CH:26]=3)[C:17]3[C:12](=[CH:13][CH:14]=[CH:15][CH:16]=3)[C:11]=2[CH:10]=[CH:9][CH:8]=1, predict the reactants needed to synthesize it. The reactants are: [C:1]([OH:6])(=O)[C:2]([CH3:4])=[CH2:3].[CH:7]1[C:19]2[N:18]([C:20]3[CH:26]=[CH:25][C:23]([NH2:24])=[CH:22][CH:21]=3)[C:17]3[C:12](=[CH:13][CH:14]=[CH:15][CH:16]=3)[C:11]=2[CH:10]=[CH:9][CH:8]=1. (6) Given the product [OH:4][CH2:3][C@@H:2]([NH:1][CH2:9][CH2:8][CH2:14][S:11]([OH:13])(=[O:12])=[O:10])[CH:5]([CH3:7])[CH3:6], predict the reactants needed to synthesize it. The reactants are: [NH2:1][C@@H:2]([CH:5]([CH3:7])[CH3:6])[CH2:3][OH:4].[CH2:8]1[CH2:14][S:11](=[O:13])(=[O:12])[O:10][CH2:9]1.